The task is: Predict the reactants needed to synthesize the given product.. This data is from Full USPTO retrosynthesis dataset with 1.9M reactions from patents (1976-2016). Given the product [CH:4]([N:7]1[C:12](=[O:13])[CH:11]=[CH:10][C:9]([C:14]2[N:15]=[C:16]([C:28]#[N:29])[C:17]([O:2][CH3:1])=[N:18][C:19]=2[C:20]2[CH:21]=[CH:22][CH:23]=[CH:24][CH:25]=2)=[N:8]1)([CH3:5])[CH3:6], predict the reactants needed to synthesize it. The reactants are: [CH3:1][O-:2].[Na+].[CH:4]([N:7]1[C:12](=[O:13])[CH:11]=[CH:10][C:9]([C:14]2[N:15]=[C:16]([C:28]#[N:29])[C:17](C#N)=[N:18][C:19]=2[C:20]2[CH:25]=[CH:24][CH:23]=[CH:22][CH:21]=2)=[N:8]1)([CH3:6])[CH3:5].Cl.O.